From a dataset of Forward reaction prediction with 1.9M reactions from USPTO patents (1976-2016). Predict the product of the given reaction. (1) The product is: [CH3:28][Si:25]([CH3:26])([CH3:27])[C:23]1[CH:22]=[C:5]([CH:4]=[C:3]([Si:2]([CH3:1])([CH3:30])[CH3:29])[CH:24]=1)[C:6]([NH:8][C:9]1[CH:10]=[CH:11][C:12]([CH2:13][CH2:14][C:15]([O:17][CH2:18][CH3:19])=[O:16])=[CH:20][CH:21]=1)=[O:7]. Given the reactants [CH3:1][Si:2]([CH3:30])([CH3:29])[C:3]1[CH:4]=[C:5]([CH:22]=[C:23]([Si:25]([CH3:28])([CH3:27])[CH3:26])[CH:24]=1)[C:6]([NH:8][C:9]1[CH:21]=[CH:20][C:12]([CH:13]=[CH:14][C:15]([O:17][CH2:18][CH3:19])=[O:16])=[CH:11][CH:10]=1)=[O:7].[H][H], predict the reaction product. (2) Given the reactants O[CH2:2][C@H:3]([NH:13][C:14](=[O:23])[O:15][CH2:16][C:17]1[CH:22]=[CH:21][CH:20]=[CH:19][CH:18]=1)[CH2:4][C:5]([N:7]1[CH2:12][CH2:11][O:10][CH2:9][CH2:8]1)=[O:6].[C:24]1([S:30][S:30][C:24]2[CH:29]=[CH:28][CH:27]=[CH:26][CH:25]=2)[CH:29]=[CH:28][CH:27]=[CH:26][CH:25]=1.C(P(CCCC)CCCC)CCC, predict the reaction product. The product is: [N:7]1([C:5](=[O:6])[CH2:4][C@@H:3]([NH:13][C:14](=[O:23])[O:15][CH2:16][C:17]2[CH:22]=[CH:21][CH:20]=[CH:19][CH:18]=2)[CH2:2][S:30][C:24]2[CH:29]=[CH:28][CH:27]=[CH:26][CH:25]=2)[CH2:12][CH2:11][O:10][CH2:9][CH2:8]1. (3) Given the reactants [CH3:1][N:2]1[C:6]([CH2:7][OH:8])=[CH:5][N:4]=[CH:3]1.[H-].[Na+].CS([C:15]1[N:20]=[C:19]([CH2:21][O:22]C2CCCCO2)[CH:18]=[CH:17][N:16]=1)(=O)=O, predict the reaction product. The product is: [CH3:1][N:2]1[C:6]([CH2:7][O:8][C:15]2[N:20]=[C:19]([CH2:21][OH:22])[CH:18]=[CH:17][N:16]=2)=[CH:5][N:4]=[CH:3]1. (4) Given the reactants [Cl:1][C:2]1[CH:10]=[CH:9][C:5]([C:6]([OH:8])=O)=[CH:4][C:3]=1[NH:11][C:12]([C:14]1[CH:15]=[N:16][C:17]([NH:20][CH:21]([CH3:23])[CH3:22])=[CH:18][CH:19]=1)=[O:13].Cl.[Br:25][C:26]1[CH:31]=[CH:30][C:29]([CH:32]2[CH2:35][NH:34][CH2:33]2)=[CH:28][CH:27]=1.C(N(CC)C(C)C)(C)C.C([O-])([O-])=O.[Na+].[Na+], predict the reaction product. The product is: [Br:25][C:26]1[CH:27]=[CH:28][C:29]([CH:32]2[CH2:33][N:34]([C:6]([C:5]3[CH:9]=[CH:10][C:2]([Cl:1])=[C:3]([NH:11][C:12](=[O:13])[C:14]4[CH:19]=[CH:18][C:17]([NH:20][CH:21]([CH3:23])[CH3:22])=[N:16][CH:15]=4)[CH:4]=3)=[O:8])[CH2:35]2)=[CH:30][CH:31]=1. (5) Given the reactants C(OC([NH:8][CH:9]1[CH2:14][CH2:13][CH2:12][CH2:11][CH:10]1[C:15]([O:17][CH2:18][CH2:19][Si:20]([CH3:23])([CH3:22])[CH3:21])=[O:16])=O)(C)(C)C.Cl.C(OCC)(=O)C, predict the reaction product. The product is: [NH2:8][CH:9]1[CH2:14][CH2:13][CH2:12][CH2:11][CH:10]1[C:15]([O:17][CH2:18][CH2:19][Si:20]([CH3:23])([CH3:22])[CH3:21])=[O:16]. (6) Given the reactants S(Cl)(Cl)=O.[C:5]([O:8][CH2:9][C:10]([CH3:40])([CH3:39])[CH2:11][N:12]1[C:18]2[CH:19]=[CH:20][C:21]([Cl:23])=[CH:22][C:17]=2[C@@H:16]([C:24]2[CH:29]=[CH:28][CH:27]=C(OC)C=2OC)[O:15][C@H:14]([CH2:34][C:35](O)=[O:36])[C:13]1=[O:38])(=[O:7])[CH3:6].Cl.[NH2:42][C:43]1[CH:44]=[C:45]([C:53]([O:55][CH2:56][CH3:57])=[O:54])[C:46]2[C:51]([CH:52]=1)=[CH:50][CH:49]=[CH:48][CH:47]=2.[CH2:58](N(CC)CC)C, predict the reaction product. The product is: [C:5]([O:8][CH2:9][C:10]([CH3:39])([CH3:40])[CH2:11][N:12]1[C:18]2[CH:19]=[CH:20][C:21]([Cl:23])=[CH:22][C:17]=2[C@H:16]([CH2:24][CH:29]([CH3:58])[CH2:28][CH3:27])[O:15][C@H:14]([CH2:34][C:35]([NH:42][C:43]2[CH:44]=[C:45]([C:53]([O:55][CH2:56][CH3:57])=[O:54])[C:46]3[C:51]([CH:52]=2)=[CH:50][CH:49]=[CH:48][CH:47]=3)=[O:36])[C:13]1=[O:38])(=[O:7])[CH3:6].